Dataset: Forward reaction prediction with 1.9M reactions from USPTO patents (1976-2016). Task: Predict the product of the given reaction. (1) Given the reactants [Cl:1][C:2]1[CH:3]=[C:4]([CH:8]=[CH:9][CH:10]=1)[C:5](Cl)=[O:6].[N:11]1[CH:16]=CC=[CH:13][CH:12]=1.C(OCC)(=[O:19])C, predict the reaction product. The product is: [ClH:1].[Cl:1][C:2]1[CH:3]=[C:4]([CH:8]=[CH:9][CH:10]=1)[C:5]([O:19][CH2:13][CH2:12][NH:11][CH3:16])=[O:6]. (2) Given the reactants [CH3:1][O:2][C:3](=[O:19])[C:4]1[CH:9]=[CH:8][C:7]([NH2:10])=[C:6]([NH:11][CH2:12][CH2:13][N:14]2[CH2:18][CH2:17][CH2:16][CH2:15]2)[CH:5]=1.[CH2:20](OC(OCC)OCC)C, predict the reaction product. The product is: [CH3:1][O:2][C:3]([C:4]1[CH:9]=[CH:8][C:7]2[N:10]=[CH:20][N:11]([CH2:12][CH2:13][N:14]3[CH2:18][CH2:17][CH2:16][CH2:15]3)[C:6]=2[CH:5]=1)=[O:19].